This data is from Full USPTO retrosynthesis dataset with 1.9M reactions from patents (1976-2016). The task is: Predict the reactants needed to synthesize the given product. (1) Given the product [Br:12][C:7]1[CH:6]=[C:5]2[C:10](=[CH:9][CH:8]=1)[NH:1][C:2](=[O:11])[CH2:3][CH2:4]2, predict the reactants needed to synthesize it. The reactants are: [NH:1]1[C:10]2[C:5](=[CH:6][CH:7]=[CH:8][CH:9]=2)[CH2:4][CH2:3][C:2]1=[O:11].[Br:12]N1C(=O)CCC1=O. (2) Given the product [C:36]([O:40][C:41](=[O:50])[N:42]([CH2:46][CH2:47][O:48][NH:49][C:18]([C@@H:13]1[CH2:12][CH2:11][C@@H:10]2[CH2:17][N:14]1[C:15](=[O:16])[N:9]2[O:8][CH2:1][C:2]1[CH:3]=[CH:4][CH:5]=[CH:6][CH:7]=1)=[O:20])[CH:43]([CH3:45])[CH3:44])([CH3:37])([CH3:39])[CH3:38], predict the reactants needed to synthesize it. The reactants are: [CH2:1]([O:8][N:9]1[C:15](=[O:16])[N:14]2[CH2:17][C@H:10]1[CH2:11][CH2:12][C@H:13]2[C:18]([OH:20])=O)[C:2]1[CH:7]=[CH:6][CH:5]=[CH:4][CH:3]=1.ClC(OCC(C)C)=O.C(N(CC)CC)C.[C:36]([O:40][C:41](=[O:50])[N:42]([CH2:46][CH2:47][O:48][NH2:49])[CH:43]([CH3:45])[CH3:44])([CH3:39])([CH3:38])[CH3:37]. (3) Given the product [Cl:1][C:2]1[CH:3]=[CH:4][C:5]([C:8]2[C:14]3[C:15]([CH3:19])=[C:16]([CH3:18])[S:17][C:13]=3[C:12]3[C:20]([CH3:23])=[N:21][O:22][C:11]=3[C@@H:10]([CH2:24][C:25]([NH:27][CH2:28][CH3:29])=[O:26])[N:9]=2)=[CH:6][CH:7]=1, predict the reactants needed to synthesize it. The reactants are: [Cl:1][C:2]1[CH:7]=[CH:6][C:5]([C:8]2[C:14]3[C:15]([CH3:19])=[C:16]([CH3:18])[S:17][C:13]=3[C:12]3[C:20]([CH3:23])=[N:21][O:22][C:11]=3[C@H:10]([CH2:24][C:25]([NH:27][CH2:28][CH3:29])=[O:26])[N:9]=2)=[CH:4][CH:3]=1.ClC1C=CC(C2C3C(C)=C(C)SC=3C3C(C)=NOC=3[C@@H](CC(O)=O)N=2)=CC=1. (4) Given the product [CH3:17][N:16]([CH3:18])[CH2:15][CH2:14][N:6]1[C:5]2[CH:19]=[CH:20][C:2]([S:21][C@H:22]3[CH2:26][CH2:25][N:24]([C:27]([O:29][C:30]([CH3:33])([CH3:32])[CH3:31])=[O:28])[CH2:23]3)=[CH:3][C:4]=2[N:8]=[C:7]1[CH2:9][C:10]([CH3:13])([CH3:12])[CH3:11], predict the reactants needed to synthesize it. The reactants are: Br[C:2]1[CH:20]=[CH:19][C:5]2[N:6]([CH2:14][CH2:15][N:16]([CH3:18])[CH3:17])[C:7]([CH2:9][C:10]([CH3:13])([CH3:12])[CH3:11])=[N:8][C:4]=2[CH:3]=1.[SH:21][C@H:22]1[CH2:26][CH2:25][N:24]([C:27]([O:29][C:30]([CH3:33])([CH3:32])[CH3:31])=[O:28])[CH2:23]1.C(N(CC)C(C)C)(C)C.